From a dataset of Forward reaction prediction with 1.9M reactions from USPTO patents (1976-2016). Predict the product of the given reaction. (1) Given the reactants [O:1]1[CH2:5][CH2:4][CH:3]([S:6]([C:9]2[CH:18]=[CH:17][C:12]([C:13]([O:15]C)=[O:14])=[CH:11][CH:10]=2)(=[O:8])=[O:7])[CH2:2]1.[OH-].[Na+], predict the reaction product. The product is: [O:1]1[CH2:5][CH2:4][CH:3]([S:6]([C:9]2[CH:10]=[CH:11][C:12]([C:13]([OH:15])=[O:14])=[CH:17][CH:18]=2)(=[O:8])=[O:7])[CH2:2]1. (2) Given the reactants [NH2:1][C@H:2]1[C@@H:5]([C@@H:6]2[CH2:10][O:9][C:8]([CH3:12])([CH3:11])[O:7]2)[N:4]([CH2:13][C:14]2[CH:19]=[CH:18][C:17]([O:20][CH3:21])=[CH:16][C:15]=2[O:22][CH3:23])[C:3]1=[O:24].C([O-])(O)=O.[Na+].Cl[C:31]([O:33][CH2:34][C:35]1[CH:40]=[CH:39][CH:38]=[CH:37][CH:36]=1)=[O:32], predict the reaction product. The product is: [CH3:23][O:22][C:15]1[CH:16]=[C:17]([O:20][CH3:21])[CH:18]=[CH:19][C:14]=1[CH2:13][N:4]1[C:3](=[O:24])[C@@H:2]([NH:1][C:31](=[O:32])[O:33][CH2:34][C:35]2[CH:40]=[CH:39][CH:38]=[CH:37][CH:36]=2)[C@H:5]1[C@@H:6]1[CH2:10][O:9][C:8]([CH3:12])([CH3:11])[O:7]1. (3) Given the reactants [F:1][C:2]1[CH:7]=[CH:6][C:5]([O:8][CH3:9])=[CH:4][C:3]=1[C:10]1[CH:15]=[CH:14][C:13]([CH2:16]O)=[CH:12][C:11]=1[C:18]1(OC)[CH2:22][CH2:21][CH2:20][CH2:19]1.[Cl:25]CC1C=CC(C2C(F)=CN=C(OC)C=2)=C(C2C(C)(C)CCC=2)C=1.CC1(C)C(C2C=C(CO)C=CC=2C2C(F)=CN=C(OC)C=2)=CCC1, predict the reaction product. The product is: [Cl:25][CH2:16][C:13]1[CH:14]=[CH:15][C:10]([C:3]2[CH:4]=[C:5]([O:8][CH3:9])[CH:6]=[CH:7][C:2]=2[F:1])=[C:11]([C:18]2[CH2:22][CH2:21][CH2:20][CH:19]=2)[CH:12]=1. (4) Given the reactants C([O:4][C@H:5]1[CH2:10][CH2:9][C@H:8]([C:11]2[N:15]3[CH:16]=[CH:17][N:18]=[C:19]([NH2:20])[C:14]3=[C:13]([Br:21])[N:12]=2)[CH2:7][CH2:6]1)(=O)C.[OH-].[Na+], predict the reaction product. The product is: [NH2:20][C:19]1[C:14]2[N:15]([C:11]([C@H:8]3[CH2:9][CH2:10][C@H:5]([OH:4])[CH2:6][CH2:7]3)=[N:12][C:13]=2[Br:21])[CH:16]=[CH:17][N:18]=1. (5) Given the reactants C(OC(=O)[NH:7][CH2:8][CH2:9][C:10](=[O:38])[NH:11][C:12]1[CH:17]=[C:16]([Cl:18])[CH:15]=[CH:14][C:13]=1[O:19][CH2:20][C:21]([N:23]1[CH2:28][CH2:27][N:26]([CH2:29][C:30]2[CH:35]=[CH:34][C:33]([F:36])=[CH:32][CH:31]=2)[CH2:25][CH:24]1[CH3:37])=[O:22])(C)(C)C.FC(F)(F)C(O)=O, predict the reaction product. The product is: [NH2:7][CH2:8][CH2:9][C:10]([NH:11][C:12]1[CH:17]=[C:16]([Cl:18])[CH:15]=[CH:14][C:13]=1[O:19][CH2:20][C:21]([N:23]1[CH2:28][CH2:27][N:26]([CH2:29][C:30]2[CH:31]=[CH:32][C:33]([F:36])=[CH:34][CH:35]=2)[CH2:25][C@H:24]1[CH3:37])=[O:22])=[O:38]. (6) The product is: [CH2:22]([O:8][C:5]1[CH:6]=[CH:7][C:2]([Br:1])=[CH:3][CH:4]=1)[CH2:21][CH2:20][CH2:19][CH2:18][CH2:17][CH2:16][CH2:15][CH2:14][CH2:13][CH2:12][CH3:11]. Given the reactants [Br:1][C:2]1[CH:7]=[CH:6][C:5]([OH:8])=[CH:4][CH:3]=1.[OH-].[Na+].[CH2:11](Br)[CH2:12][CH2:13][CH2:14][CH2:15][CH2:16][CH2:17][CH2:18][CH2:19][CH2:20][CH2:21][CH3:22].O, predict the reaction product.